This data is from Forward reaction prediction with 1.9M reactions from USPTO patents (1976-2016). The task is: Predict the product of the given reaction. (1) Given the reactants [NH2:1][C:2]1[N:6]=[CH:5][NH:4][N:3]=1.[OH:7][C:8]([CH3:19])([CH3:18])[CH2:9][O:10][CH:11]1[CH2:16][CH2:15][C:14](=O)[CH2:13][CH2:12]1.C(O[BH-](OC(=O)C)OC(=O)C)(=O)C.[Na+], predict the reaction product. The product is: [CH3:19][C:8]([OH:7])([CH3:18])[CH2:9][O:10][CH:11]1[CH2:16][CH2:15][CH:14]([NH:1][C:2]2[N:6]=[CH:5][NH:4][N:3]=2)[CH2:13][CH2:12]1. (2) Given the reactants C([N:3](CC)[CH:4]=[O:5])C.[O:8]1[CH:12]=[CH:11][C:10]([C:13]([OH:15])=O)=[CH:9]1.[C:16](Cl)(=O)C(Cl)=O.Cl.CNOC.C(N(CC)CC)C, predict the reaction product. The product is: [CH3:16][O:5][CH2:4][NH:3][C:13]([C:10]1[CH:11]=[CH:12][O:8][CH:9]=1)=[O:15]. (3) Given the reactants [F:1][C:2]1[CH:44]=[CH:43][C:5]([CH2:6][S:7][C:8]2[N:13]([CH2:14][C:15]3[N:16]([CH2:22][C:23]4[CH:28]=[CH:27][C:26]([C:29]5[CH:34]=[CH:33][C:32]([C:35]([F:38])([F:37])[F:36])=[CH:31][CH:30]=5)=[CH:25][CH:24]=4)[C:17]([CH:20]=O)=[N:18][N:19]=3)[C:12]3[CH2:39][CH2:40][CH2:41][C:11]=3[C:10](=[O:42])[N:9]=2)=[CH:4][CH:3]=1.[CH2:45]([NH:47][CH2:48][CH3:49])[CH3:46], predict the reaction product. The product is: [CH2:45]([N:47]([CH2:20][C:17]1[N:16]([CH2:22][C:23]2[CH:28]=[CH:27][C:26]([C:29]3[CH:34]=[CH:33][C:32]([C:35]([F:38])([F:36])[F:37])=[CH:31][CH:30]=3)=[CH:25][CH:24]=2)[C:15]([CH2:14][N:13]2[C:12]3[CH2:39][CH2:40][CH2:41][C:11]=3[C:10](=[O:42])[N:9]=[C:8]2[S:7][CH2:6][C:5]2[CH:43]=[CH:44][C:2]([F:1])=[CH:3][CH:4]=2)=[N:19][N:18]=1)[CH2:48][CH3:49])[CH3:46]. (4) The product is: [CH3:20][O:19][C:16]1[C:17]2[N:18]=[C:10]([NH:9][C:8]([N:42]3[CH2:43][CH2:44][C:39]4([O:35][CH2:36][CH2:37][CH2:38]4)[CH2:40][CH2:41]3)=[O:27])[S:11][C:12]=2[C:13]([N:21]2[CH2:26][CH2:25][O:24][CH2:23][CH2:22]2)=[N:14][CH:15]=1. Given the reactants C1(O[C:8](=[O:27])[NH:9][C:10]2[S:11][C:12]3[C:13]([N:21]4[CH2:26][CH2:25][O:24][CH2:23][CH2:22]4)=[N:14][CH:15]=[C:16]([O:19][CH3:20])[C:17]=3[N:18]=2)C=CC=CC=1.FC(F)(F)C(O)=O.[O:35]1[C:39]2([CH2:44][CH2:43][NH:42][CH2:41][CH2:40]2)[CH2:38][CH2:37][CH2:36]1.C(N(CC)C(C)C)(C)C, predict the reaction product. (5) Given the reactants N(C1N=NC(C2C=CC=CC=2)=CN=1)N.[NH:15]([C:17]1[N:18]=[N:19][C:20]([C:23]2[CH:28]=[CH:27][C:26]([Cl:29])=[CH:25][CH:24]=2)=[CH:21][N:22]=1)[NH2:16].N1C2C(=CC(CC(O)=O)=CC=2)C=CC=1.[CH3:44][O:45][C:46]1[CH:55]=[C:54]2[C:49]([C:50]([O:56][CH2:57][C:58](O)=[O:59])=[CH:51][CH:52]=[N:53]2)=[CH:48][CH:47]=1, predict the reaction product. The product is: [Cl:29][C:26]1[CH:25]=[CH:24][C:23]([C:20]2[N:19]=[N:18][C:17]([NH:15][NH:16][C:58](=[O:59])[CH2:57][O:56][C:50]3[C:49]4[C:54](=[CH:55][C:46]([O:45][CH3:44])=[CH:47][CH:48]=4)[N:53]=[CH:52][CH:51]=3)=[N:22][CH:21]=2)=[CH:28][CH:27]=1. (6) Given the reactants [Cl:1][C:2]1[CH:7]=[CH:6][C:5]([C:8]2[CH:13]=[CH:12][C:11](N)=[C:10]([I:15])[CH:9]=2)=[CH:4][CH:3]=1.N([O-])=O.[Na+].C(OCC)(=O)C.[BrH:26], predict the reaction product. The product is: [Br:26][C:11]1[CH:12]=[CH:13][C:8]([C:5]2[CH:6]=[CH:7][C:2]([Cl:1])=[CH:3][CH:4]=2)=[CH:9][C:10]=1[I:15]. (7) Given the reactants [Br:1][C:2]1[CH:3]=[N:4][CH:5]=[CH:6][C:7]=1/[CH:8]=[C:9]1/[C:10](=[O:23])[C:11]2[C:16]([CH2:17][CH2:18]/1)=[CH:15][C:14]([O:19][CH3:20])=[C:13]([O:21][CH3:22])[CH:12]=2, predict the reaction product. The product is: [Br:1][C:2]1[CH:3]=[N:4][CH:5]=[CH:6][C:7]=1[CH2:8][CH:9]1[CH2:18][CH2:17][C:16]2[C:11](=[CH:12][C:13]([O:21][CH3:22])=[C:14]([O:19][CH3:20])[CH:15]=2)[C:10]1=[O:23].